This data is from Catalyst prediction with 721,799 reactions and 888 catalyst types from USPTO. The task is: Predict which catalyst facilitates the given reaction. (1) Reactant: CO[C:3]1[CH:4]=[C:5]([CH:11]([C:13]2[C:14]([S:32]([CH3:35])(=[O:34])=[O:33])=[C:15]([NH:25][C:26]3[CH:31]=[CH:30][CH:29]=[CH:28][CH:27]=3)[CH:16]=[C:17]([N:19]3[CH2:24][CH2:23][NH:22][CH2:21][CH2:20]3)[CH:18]=2)[CH3:12])[CH:6]=[C:7]([O:9][CH3:10])[CH:8]=1.[ClH:36].C([O:39][CH2:40]C)C. Product: [ClH:36].[Cl:36][C:3]1[CH:4]=[C:5]([CH:11]([C:13]2[C:14]([S:32]([CH3:35])(=[O:34])=[O:33])=[C:15]([NH:25][C:26]3[CH:27]=[CH:28][CH:29]=[CH:30][CH:31]=3)[CH:16]=[C:17]([N:19]3[CH2:20][CH2:21][NH:22][CH2:23][CH2:24]3)[CH:18]=2)[CH3:12])[CH:6]=[C:7]([O:9][CH3:10])[C:8]=1[O:39][CH3:40]. The catalyst class is: 4. (2) Reactant: [C:1]1([C@H:7]([NH2:9])[CH3:8])[CH:6]=[CH:5][CH:4]=[CH:3][CH:2]=1.Cl[C:11]1[N:19]=[CH:18][N:17]=[C:16]2[C:12]=1[NH:13][CH:14]=[N:15]2. Product: [C:1]1([C@H:7]([NH:9][C:11]2[N:19]=[CH:18][N:17]=[C:16]3[C:12]=2[NH:13][CH:14]=[N:15]3)[CH3:8])[CH:6]=[CH:5][CH:4]=[CH:3][CH:2]=1. The catalyst class is: 14. (3) Reactant: [CH3:1][C:2]1[CH:10]=[CH:9][C:8]([N:11]([CH3:20])[S:12]([C:15]2[S:16][CH:17]=[CH:18][CH:19]=2)(=[O:14])=[O:13])=[C:7]2[C:3]=1[CH:4]=[C:5]([C:21](O)=[O:22])[NH:6]2.[CH2:24]([S:31][CH:32]([CH:35]([O:38][CH3:39])[O:36][CH3:37])[CH2:33][NH2:34])[C:25]1[CH:30]=[CH:29][CH:28]=[CH:27][CH:26]=1.C(N(C(C)C)C(C)C)C.F[P-](F)(F)(F)(F)F.N1(OC(N(C)C)=[N+](C)C)C2N=CC=CC=2N=N1. Product: [CH2:24]([S:31][CH:32]([CH:35]([O:36][CH3:37])[O:38][CH3:39])[CH2:33][NH:34][C:21]([C:5]1[NH:6][C:7]2[C:3]([CH:4]=1)=[C:2]([CH3:1])[CH:10]=[CH:9][C:8]=2[N:11]([CH3:20])[S:12]([C:15]1[S:16][CH:17]=[CH:18][CH:19]=1)(=[O:13])=[O:14])=[O:22])[C:25]1[CH:30]=[CH:29][CH:28]=[CH:27][CH:26]=1. The catalyst class is: 42. (4) Reactant: [CH2:1]([N:3]1[C:11]2[C:6](=[CH:7][CH:8]=[C:9]([O:12][CH3:13])[CH:10]=2)[C:5]([C:14](=[O:19])C(F)(F)F)=[C:4]1[CH3:20])[CH3:2].[OH-:21].[K+].Cl. Product: [CH2:1]([N:3]1[C:11]2[C:6](=[CH:7][CH:8]=[C:9]([O:12][CH3:13])[CH:10]=2)[C:5]([C:14]([OH:19])=[O:21])=[C:4]1[CH3:20])[CH3:2]. The catalyst class is: 40. (5) Reactant: [NH2:1][C:2]1[C:10]([Cl:11])=[CH:9][C:5]([C:6]([OH:8])=O)=[C:4]([O:12][CH3:13])[CH:3]=1.C(N(CC)CC)C.ClC(OCC)=O.OC1C2N=NNC=2C=CC=1.[NH2:37][C@@H:38]1[CH2:43][CH2:42][N:41]([C:44]([O:46][C:47]([CH3:50])([CH3:49])[CH3:48])=[O:45])[CH2:40][C@H:39]1[F:51]. Product: [NH2:1][C:2]1[C:10]([Cl:11])=[CH:9][C:5]([C:6]([NH:37][C@@H:38]2[CH2:43][CH2:42][N:41]([C:44]([O:46][C:47]([CH3:49])([CH3:48])[CH3:50])=[O:45])[CH2:40][C@H:39]2[F:51])=[O:8])=[C:4]([O:12][CH3:13])[CH:3]=1. The catalyst class is: 163. (6) Reactant: [N:1]([CH:4]([C:8]1[C:9]([Cl:19])=[N:10][C:11]2[C:16]([CH:17]=1)=[CH:15][CH:14]=[C:13]([F:18])[CH:12]=2)[CH2:5][CH:6]=[CH2:7])=[N+]=[N-].O.O.[Sn](Cl)Cl. Product: [Cl:19][C:9]1[C:8]([CH:4]([NH2:1])[CH2:5][CH:6]=[CH2:7])=[CH:17][C:16]2[C:11](=[CH:12][C:13]([F:18])=[CH:14][CH:15]=2)[N:10]=1. The catalyst class is: 5. (7) Reactant: [Cl:1][C:2]1[CH:7]=[CH:6][C:5]([CH2:8]C(O)=O)=[CH:4][C:3]=1[OH:12].S([O:18][CH3:19])(OC)(=O)=O.[C:20](=[O:23])([O-])[O-].[K+].[K+].[CH3:26]C(C)=O. Product: [CH3:20][O:23][C:19](=[O:18])[CH2:8][C:5]1[CH:6]=[CH:7][C:2]([Cl:1])=[C:3]([O:12][CH3:26])[CH:4]=1. The catalyst class is: 6. (8) Reactant: [NH2:1][C:2]1[CH:11]=[CH:10][CH:9]=[C:8]2[C:3]=1[CH:4]=[CH:5][N:6]([CH:13]([C:15]1[CH:20]=[CH:19][CH:18]=[CH:17][N:16]=1)[CH3:14])[C:7]2=[O:12].[F:21][C:22]1[C:27]([C:28]([F:31])([F:30])[F:29])=[CH:26][CH:25]=[CH:24][C:23]=1[CH2:32][C:33](O)=[O:34].F[P-](F)(F)(F)(F)F.C[N+](C)=C(N(C)C)ON1C2N=CC=CC=2N=N1.C(N(CC)C(C)C)(C)C. Product: [F:21][C:22]1[C:27]([C:28]([F:30])([F:31])[F:29])=[CH:26][CH:25]=[CH:24][C:23]=1[CH2:32][C:33]([NH:1][C:2]1[CH:11]=[CH:10][CH:9]=[C:8]2[C:3]=1[CH:4]=[CH:5][N:6]([CH:13]([C:15]1[CH:20]=[CH:19][CH:18]=[CH:17][N:16]=1)[CH3:14])[C:7]2=[O:12])=[O:34]. The catalyst class is: 3.